Dataset: Forward reaction prediction with 1.9M reactions from USPTO patents (1976-2016). Task: Predict the product of the given reaction. (1) Given the reactants [Cl:1]C1C=C(C(N)C)C2OCOC=2C=1.FC1C=C(F)C=CC=1S(C)(=O)=O.C(N(C(C)C)CC)(C)C.[Cl:35][C:36]1[CH:44]=[C:43]([CH:45]([NH:47][C:48]2[CH:53]=[C:52](F)[CH:51]=[CH:50][C:49]=2[S:55]([CH3:58])(=[O:57])=[O:56])[CH3:46])[C:39]2[O:40][CH2:41][O:42][C:38]=2[CH:37]=1.[NH:59]1[CH2:64][CH2:63][NH:62][CH2:61][CH2:60]1, predict the reaction product. The product is: [ClH:1].[Cl:35][C:36]1[CH:44]=[C:43]([CH:45]([NH:47][C:48]2[CH:53]=[C:52]([N:59]3[CH2:64][CH2:63][NH:62][CH2:61][CH2:60]3)[CH:51]=[CH:50][C:49]=2[S:55]([CH3:58])(=[O:57])=[O:56])[CH3:46])[C:39]2[O:40][CH2:41][O:42][C:38]=2[CH:37]=1. (2) Given the reactants FC(F)(F)C(OC(=O)C(F)(F)F)=O.[C:14]([CH2:17][S:18][C:19]1[CH:34]=[CH:33][C:22]([O:23][CH2:24][C:25]2[CH:29]=[CH:28][S:27][C:26]=2[C:30]([OH:32])=O)=[CH:21][CH:20]=1)([OH:16])=[O:15], predict the reaction product. The product is: [O:32]=[C:30]1[C:33]2[CH:34]=[C:19]([S:18][CH2:17][C:14]([OH:16])=[O:15])[CH:20]=[CH:21][C:22]=2[O:23][CH2:24][C:25]2[CH:29]=[CH:28][S:27][C:26]1=2. (3) The product is: [CH3:1][C:2]1[N:7]=[C:26]([C:27]([OH:23])=[O:28])[CH:5]=[CH:4][C:3]=1[C:10]1[CH:18]=[C:17]([C:19]([F:22])([F:21])[F:20])[CH:16]=[C:15]2[C:11]=1[CH:12]=[N:13][NH:14]2. Given the reactants [CH3:1][C:2]1[N:7]=C(C#N)[CH:5]=[CH:4][C:3]=1[C:10]1[CH:18]=[C:17]([C:19]([F:22])([F:21])[F:20])[CH:16]=[C:15]2[C:11]=1[CH:12]=[N:13][NH:14]2.[OH-:23].[Na+].Cl.[CH3:26][CH2:27][OH:28], predict the reaction product. (4) Given the reactants [C:1]([CH2:3][C:4]1([N:22]2[CH:26]=[C:25]([C:27]3[CH:32]=[CH:31][N:30]=[C:29]4[N:33](COCC[Si](C)(C)C)[CH:34]=[CH:35][C:28]=34)[CH:24]=[N:23]2)[CH2:7][N:6]([C:8]2[CH:9]=[CH:10][C:11]([C:14]([NH:16][C@H:17]([CH:19]3[CH2:21][CH2:20]3)[CH3:18])=[O:15])=[N:12][CH:13]=2)[CH2:5]1)#[N:2].C(O)(C(F)(F)F)=O, predict the reaction product. The product is: [C:1]([CH2:3][C:4]1([N:22]2[CH:26]=[C:25]([C:27]3[CH:32]=[CH:31][N:30]=[C:29]4[NH:33][CH:34]=[CH:35][C:28]=34)[CH:24]=[N:23]2)[CH2:5][N:6]([C:8]2[CH:9]=[CH:10][C:11]([C:14]([NH:16][C@H:17]([CH:19]3[CH2:20][CH2:21]3)[CH3:18])=[O:15])=[N:12][CH:13]=2)[CH2:7]1)#[N:2]. (5) Given the reactants C([O:8][C:9]1[C:18](=[O:19])[N:17]2[C:12]([N:13]([CH3:22])[N:14]([CH3:21])[C:15](=[O:20])[CH2:16]2)=[N:11][C:10]=1[C:23]([O:25][CH2:26][CH3:27])=[O:24])C1C=CC=CC=1.[H][H], predict the reaction product. The product is: [CH3:22][N:13]1[C:12]2=[N:11][C:10]([C:23]([O:25][CH2:26][CH3:27])=[O:24])=[C:9]([OH:8])[C:18](=[O:19])[N:17]2[CH2:16][C:15](=[O:20])[N:14]1[CH3:21]. (6) Given the reactants Br[CH2:2][CH2:3][CH2:4][O:5][C:6]1[CH:40]=[CH:39][C:9]([CH2:10][CH2:11][C:12]2[CH:17]=[CH:16][C:15]([F:18])=[CH:14][C:13]=2[C:19]2[N:24]=[C:23]([N:25]3[C:29]([C:30]([F:33])([F:32])[F:31])=[C:28]([C:34]([O:36][CH2:37][CH3:38])=[O:35])[CH:27]=[N:26]3)[CH:22]=[CH:21][CH:20]=2)=[C:8]([CH3:41])[CH:7]=1.[NH:42]1[CH:46]=[CH:45][C:44]([C:47]#[N:48])=[N:43]1.C(=O)([O-])[O-].[Cs+].[Cs+], predict the reaction product. The product is: [C:47]([C:44]1[CH:45]=[CH:46][N:42]([CH2:2][CH2:3][CH2:4][O:5][C:6]2[CH:40]=[CH:39][C:9]([CH2:10][CH2:11][C:12]3[CH:17]=[CH:16][C:15]([F:18])=[CH:14][C:13]=3[C:19]3[N:24]=[C:23]([N:25]4[C:29]([C:30]([F:33])([F:32])[F:31])=[C:28]([C:34]([O:36][CH2:37][CH3:38])=[O:35])[CH:27]=[N:26]4)[CH:22]=[CH:21][CH:20]=3)=[C:8]([CH3:41])[CH:7]=2)[N:43]=1)#[N:48]. (7) Given the reactants [C:1]([O:5][C:6]([N:8]1[CH2:12][C@H:11]([F:13])[C@@H:10]([O:14][Si:15]([C:18]([CH3:21])([CH3:20])[CH3:19])([CH3:17])[CH3:16])[C@H:9]1[C:22]([OH:24])=O)=[O:7])([CH3:4])([CH3:3])[CH3:2].[Cl:25][C:26]1[C:27]([F:36])=[C:28]([C:32]2([NH2:35])[CH2:34][CH2:33]2)[CH:29]=[CH:30][CH:31]=1.CN(C(ON1N=NC2C=CC=CC1=2)=[N+](C)C)C.F[P-](F)(F)(F)(F)F.CCN(C(C)C)C(C)C, predict the reaction product. The product is: [C:1]([O:5][C:6]([N:8]1[CH2:12][C@H:11]([F:13])[C@@H:10]([O:14][Si:15]([C:18]([CH3:19])([CH3:20])[CH3:21])([CH3:16])[CH3:17])[C@H:9]1[C:22](=[O:24])[NH:35][C:32]1([C:28]2[CH:29]=[CH:30][CH:31]=[C:26]([Cl:25])[C:27]=2[F:36])[CH2:33][CH2:34]1)=[O:7])([CH3:3])([CH3:4])[CH3:2].